This data is from Peptide-MHC class II binding affinity with 134,281 pairs from IEDB. The task is: Regression. Given a peptide amino acid sequence and an MHC pseudo amino acid sequence, predict their binding affinity value. This is MHC class II binding data. (1) The peptide sequence is IGEGKVTLRIRNVRF. The MHC is HLA-DQA10101-DQB10501 with pseudo-sequence HLA-DQA10101-DQB10501. The binding affinity (normalized) is 0. (2) The peptide sequence is AFKVAAIAANAAPAN. The MHC is DRB1_0701 with pseudo-sequence DRB1_0701. The binding affinity (normalized) is 0.603. (3) The binding affinity (normalized) is 0.854. The MHC is DRB1_0101 with pseudo-sequence DRB1_0101. The peptide sequence is RLSSLSLALVNSMKT. (4) The peptide sequence is AVPWYAVAFNAIVAA. The MHC is HLA-DPA10201-DPB10501 with pseudo-sequence HLA-DPA10201-DPB10501. The binding affinity (normalized) is 0.250. (5) The peptide sequence is EKKYFAPTQFEPLAA. The MHC is DRB1_0701 with pseudo-sequence DRB1_0701. The binding affinity (normalized) is 0.694. (6) The peptide sequence is KIDLWSYNAELLVAL. The MHC is DRB1_0301 with pseudo-sequence DRB1_0301. The binding affinity (normalized) is 0.171. (7) The peptide sequence is FNIQYVNYWFAPGAA. The binding affinity (normalized) is 0.0218. The MHC is HLA-DQA10104-DQB10503 with pseudo-sequence HLA-DQA10104-DQB10503. (8) The peptide sequence is TIPQSLDSWWTSLNF. The MHC is HLA-DPA10201-DPB10501 with pseudo-sequence HLA-DPA10201-DPB10501. The binding affinity (normalized) is 0.245. (9) The peptide sequence is DLCQNPDGKDVSLFCQMVSS. The binding affinity (normalized) is 0.0847. The MHC is HLA-DQA10301-DQB10302 with pseudo-sequence HLA-DQA10301-DQB10302. (10) The peptide sequence is GEMQIVDKIDAAFKI. The MHC is DRB3_0202 with pseudo-sequence DRB3_0202. The binding affinity (normalized) is 0.189.